Dataset: Retrosynthesis with 50K atom-mapped reactions and 10 reaction types from USPTO. Task: Predict the reactants needed to synthesize the given product. (1) Given the product Cn1cc(-c2ccccc2Cl)c(-c2ccc(-c3cccc(S(C)(=O)=O)c3)s2)n1, predict the reactants needed to synthesize it. The reactants are: Cn1cc(Br)c(-c2ccc(-c3cccc(S(C)(=O)=O)c3)s2)n1.OB(O)c1ccccc1Cl. (2) Given the product CN(C)C1CCc2c(c3ccccc3n2CC(=O)O)C1, predict the reactants needed to synthesize it. The reactants are: CCOC(=O)Cn1c2c(c3ccccc31)CC(N(C)C)CC2. (3) Given the product C[C@H](C[C@H](O)[C@H](Cc1ccccc1)NC(=O)c1cc(OCC2CC2)cc(N2CCCC2=O)c1)C(=O)NC1CC2CCC1C2, predict the reactants needed to synthesize it. The reactants are: C[C@H](C[C@H](O)[C@@H](N)Cc1ccccc1)C(=O)NC1CC2CCC1C2.O=C(O)c1cc(OCC2CC2)cc(N2CCCC2=O)c1. (4) Given the product COC(=O)c1ccc(C2(NC(=O)c3cc(C(F)(F)F)cnc3N3CC(Oc4cccc(F)c4)C3)CC2)cc1, predict the reactants needed to synthesize it. The reactants are: COC(=O)c1ccc(C2(N)CC2)cc1.O=C(O)c1cc(C(F)(F)F)cnc1N1CC(Oc2cccc(F)c2)C1. (5) Given the product CC(=O)Nc1ccccc1N(CC(=O)OC(C)(C)C)C(=O)CNC(=O)Nc1cccc(C)c1, predict the reactants needed to synthesize it. The reactants are: CC(=O)Nc1ccccc1N(CC(=O)OC(C)(C)C)C(=O)CN.Cc1cccc(N=C=O)c1. (6) Given the product COc1cc(OC)c(-c2c(C)c(C(=O)Nc3c(F)cccc3F)nn2C)cn1, predict the reactants needed to synthesize it. The reactants are: CCOC(=O)c1nn(C)c(-c2cnc(OC)cc2OC)c1C.Nc1c(F)cccc1F. (7) Given the product CC(=O)c1ccc(N2CCC3(CCN(S(=O)(=O)c4ccccc4Cl)CC3)C2=O)cc1, predict the reactants needed to synthesize it. The reactants are: CC(=O)c1ccc(I)cc1.O=C1NCCC12CCN(S(=O)(=O)c1ccccc1Cl)CC2.